Dataset: Experimentally validated miRNA-target interactions with 360,000+ pairs, plus equal number of negative samples. Task: Binary Classification. Given a miRNA mature sequence and a target amino acid sequence, predict their likelihood of interaction. (1) The miRNA is hsa-miR-6764-5p with sequence UCCCAGGGUCUGGUCAGAGUUG. The protein sequence of the target gene is MAASAAAAELQASGGPRHPVCLLVLGMAGSGKTTFVQRLTGHLHAQGTPPYVINLDPAVHEVPFPANIDIRDTVKYKEVMKQYGLGPNGGIVTSLNLFATRFDQVMKFIEKAQNMSKYVLIDTPGQIEVFTWSASGTIITEALASSFPTVVIYVMDTSRSTNPVTFMSNMLYACSILYKTKLPFIVVMNKTDIIDHSFAVEWMQDFEAFQDALNQETTYVSNLTRSMSLVLDEFYSSLRVVGVSAVLGTGLDELFVQVTSAAEEYEREYRPEYERLKKSLANAESQQQREQLERLRKDMG.... Result: 1 (interaction). (2) The miRNA is hsa-miR-1260b with sequence AUCCCACCACUGCCACCAU. The protein sequence of the target gene is MGQTGKKSEKGPVCWRKRVKSEYMRLRQLKRFRRADEVKSMFSSNRQKILERTEILNQEWKQRRIQPVHILTSVSSLRGTRECSVTSDLDFPTQVIPLKTLNAVASVPIMYSWSPLQQNFMVEDETVLHNIPYMGDEVLDQDGTFIEELIKNYDGKVHGDRECGFINDEIFVELVNALGQYNDDDDDDDGDDPEEREEKQKDLEDHRDDKESRPPRKFPSDKIFEAISSMFPDKGTAEELKEKYKELTEQQLPGALPPECTPNIDGPNAKSVQREQSLHSFHTLFCRRCFKYDCFLHPFH.... Result: 1 (interaction). (3) The miRNA is mmu-miR-468-3p with sequence UAUGACUGAUGUGCGUGUGUCUG. The protein sequence of the target gene is MGPGARLAALLAVLALGTGDPERAAARGDTFSALTSVARALAPERRLLGLLRRYLRGEEARLRDLTRFYDKVLSLHEDSTTPVANPLLAFTLIKRLQSDWRNVVHSLEASENIRALKDGYEKVEQDLPAFEDLEGAARALMRLQDVYMLNVKGLARGVFQRVTGSAITDLYSPKRLFSLTGDDCFQVGKVAYDMGDYYHAIPWLEEAVSLFRGSYGEWKTEDEASLEDALDHLAFAYFRAGNVSCALSLSREFLLYSPDNKRMARNVLKYERLLAESPNHVVAEAVIQRPNIPHLQTRDT.... Result: 0 (no interaction). (4) The miRNA is hsa-miR-105-5p with sequence UCAAAUGCUCAGACUCCUGUGGU. The protein sequence of the target gene is MALKRIHKELNDLARDPPAQCSAGPVGDDMFHWQATIMGPNDSPYQGGVFFLTIHFPTDYPFKPPKVAFTTRIYHPNINSNGSICLDILRSQWSPALTISKVLLSICSLLCDPNPDDPLVPEIARIYKTDREKYNRIAREWTQKYAM. Result: 1 (interaction). (5) The miRNA is hsa-miR-411-5p with sequence UAGUAGACCGUAUAGCGUACG. The protein sequence of the target gene is MGDWSFLGRLLENAQEHSTVIGKVWLTVLFIFRILVLGAAAEDVWGDEQSDFTCNTQQPGCENVCYDRAFPISHIRFWALQIIFVSTPTLIYLGHVLHIVRMEEKKKEREEEEQLKRESPSPKEPPQDNPSSRDDRGRVRMAGALLRTYVFNIIFKTLFEVGFIAGQYFLYGFELKPLYRCDRWPCPNTVDCFISRPTEKTIFIIFMLAVACASLLLNMLEIYHLGWKKLKQGVTSRLGPDASEAPLGTADPPPLPPSSRPPAVAIGFPPYYAHTAAPLGQARAVGYPGAPPPAADFKLL.... Result: 0 (no interaction).